Dataset: Full USPTO retrosynthesis dataset with 1.9M reactions from patents (1976-2016). Task: Predict the reactants needed to synthesize the given product. (1) Given the product [ClH:21].[N:15]1([C:12]2[CH:13]=[N:14][C:9]([OH:8])=[N:10][CH:11]=2)[CH2:16][CH2:17][O:18][CH2:19][CH2:20]1, predict the reactants needed to synthesize it. The reactants are: C([O:8][C:9]1[N:14]=[CH:13][C:12]([N:15]2[CH2:20][CH2:19][O:18][CH2:17][CH2:16]2)=[CH:11][N:10]=1)C1C=CC=CC=1.[ClH:21].O1CCOCC1. (2) The reactants are: [Br:1][C:2]1[CH:3]=[C:4]([C:9]([O:11][CH3:12])=[O:10])[CH:5]=[N:6][C:7]=1Cl.[I:13][Si](C)(C)C.[I-].[Na+]. Given the product [Br:1][C:2]1[CH:3]=[C:4]([C:9]([O:11][CH3:12])=[O:10])[CH:5]=[N:6][C:7]=1[I:13], predict the reactants needed to synthesize it. (3) Given the product [CH3:1][C:2]1([C:6]2[S:17][C:16]([NH2:18])=[N:15][N:14]=2)[CH2:5][CH2:4][CH2:3]1, predict the reactants needed to synthesize it. The reactants are: [CH3:1][C:2]1([C:6](O)=O)[CH2:5][CH2:4][CH2:3]1.P(Cl)(Cl)(Cl)=O.[NH2:14][NH:15][C:16]([NH2:18])=[S:17]. (4) Given the product [OH:1][C:2]1[CH:7]=[CH:6][C:5]([C:8]2[CH:9]=[C:10]([C:11]3[CH:12]=[C:13]([O:14][CH2:15][C:16]([OH:18])=[O:17])[CH:19]=[CH:20][CH:21]=3)[NH:24][C:25](=[O:26])[N:27]=2)=[CH:4][C:3]=1[CH3:23], predict the reactants needed to synthesize it. The reactants are: [OH:1][C:2]1[CH:7]=[CH:6][C:5]([C:8](=O)/[CH:9]=[CH:10]/[C:11]2[CH:12]=[C:13]([CH:19]=[CH:20][CH:21]=2)[O:14][CH2:15][C:16]([OH:18])=[O:17])=[CH:4][C:3]=1[CH3:23].[NH2:24][C:25]([NH2:27])=[O:26].